This data is from Reaction yield outcomes from USPTO patents with 853,638 reactions. The task is: Predict the reaction yield, written as a fraction of the theoretical maximum amount of product (1.0 means a 100% yield; for example, 0.34 means a 34% yield). The reactants are [CH2:1]([O:3][C:4]([C:6]1[C:7]([CH3:26])=[C:8]([C:19]([O:21][C:22]([CH3:25])([CH3:24])[CH3:23])=[O:20])[NH:9][C:10]=1[CH2:11][CH2:12][CH2:13]OS(C)(=O)=O)=[O:5])[CH3:2].[NH2:27][CH2:28][C@H:29]([OH:37])[CH2:30][N:31]1[CH2:36][CH2:35][O:34][CH2:33][CH2:32]1. The catalyst is ClCCl. The product is [CH2:1]([O:3][C:4]([C:6]1[C:7]([CH3:26])=[C:8]([C:19]([O:21][C:22]([CH3:25])([CH3:24])[CH3:23])=[O:20])[NH:9][C:10]=1[CH2:11][CH2:12][CH2:13][NH:27][CH2:28][C@H:29]([OH:37])[CH2:30][N:31]1[CH2:32][CH2:33][O:34][CH2:35][CH2:36]1)=[O:5])[CH3:2]. The yield is 0.725.